This data is from Full USPTO retrosynthesis dataset with 1.9M reactions from patents (1976-2016). The task is: Predict the reactants needed to synthesize the given product. Given the product [Br:37][CH2:21][CH2:22][C:23]1[CH:28]=[CH:27][C:26]([NH:29][C:30](=[O:36])[O:31][C:32]([CH3:35])([CH3:34])[CH3:33])=[CH:25][CH:24]=1, predict the reactants needed to synthesize it. The reactants are: C1(P(C2C=CC=CC=2)C2C=CC=CC=2)C=CC=CC=1.O[CH2:21][CH2:22][C:23]1[CH:28]=[CH:27][C:26]([NH:29][C:30](=[O:36])[O:31][C:32]([CH3:35])([CH3:34])[CH3:33])=[CH:25][CH:24]=1.[Br:37]N1C(=O)CCC1=O.